From a dataset of Forward reaction prediction with 1.9M reactions from USPTO patents (1976-2016). Predict the product of the given reaction. (1) Given the reactants Cl.Cl.Cl.[O:4]1[C:8]2=[C:9]([N:13]3[CH2:18][CH2:17][N:16]([CH2:19][CH2:20][C@H:21]4[CH2:26][CH2:25][C@H:24]([NH2:27])[CH2:23][CH2:22]4)[CH2:15][CH2:14]3)[N:10]=[CH:11][CH:12]=[C:7]2[CH2:6][CH2:5]1.[N:28]1([C:34]2[CH:42]=[CH:41][C:37]([C:38](O)=[O:39])=[CH:36][N:35]=2)[CH2:33][CH2:32][O:31][CH2:30][CH2:29]1, predict the reaction product. The product is: [O:4]1[C:8]2=[C:9]([N:13]3[CH2:18][CH2:17][N:16]([CH2:19][CH2:20][C@H:21]4[CH2:26][CH2:25][C@H:24]([NH:27][C:38](=[O:39])[C:37]5[CH:41]=[CH:42][C:34]([N:28]6[CH2:29][CH2:30][O:31][CH2:32][CH2:33]6)=[N:35][CH:36]=5)[CH2:23][CH2:22]4)[CH2:15][CH2:14]3)[N:10]=[CH:11][CH:12]=[C:7]2[CH2:6][CH2:5]1. (2) Given the reactants [CH2:1]([CH:8]([N:16]1[C:38](=[O:39])[C:35]2[C:36]3[C:37]4[C:32](=[CH:33][CH:34]=2)[C:31]2[C:40]5[C:27]([C:28](Br)=[CH:29][CH:30]=2)=[CH:26][CH:25]=[CH:24][C:23]=5[C:22]=4[CH:21]=[CH:20][C:19]=3[C:17]1=[O:18])[CH2:9][CH2:10][CH2:11][CH2:12][CH2:13][CH2:14][CH3:15])[CH2:2][CH2:3][CH2:4][CH2:5][CH2:6][CH3:7].[B:42]1([B:42]2[O:46][C:45]([CH3:48])([CH3:47])[C:44]([CH3:50])([CH3:49])[O:43]2)[O:46][C:45]([CH3:48])([CH3:47])[C:44]([CH3:50])([CH3:49])[O:43]1.C([O-])(=O)C.[K+].[Cl-], predict the reaction product. The product is: [CH2:1]([CH:8]([N:16]1[C:38](=[O:39])[C:35]2[C:36]3[C:37]4[C:32](=[CH:33][CH:34]=2)[C:31]2[C:40]5[C:27]([C:28]([B:42]6[O:46][C:45]([CH3:48])([CH3:47])[C:44]([CH3:50])([CH3:49])[O:43]6)=[CH:29][CH:30]=2)=[CH:26][CH:25]=[CH:24][C:23]=5[C:22]=4[CH:21]=[CH:20][C:19]=3[C:17]1=[O:18])[CH2:9][CH2:10][CH2:11][CH2:12][CH2:13][CH2:14][CH3:15])[CH2:2][CH2:3][CH2:4][CH2:5][CH2:6][CH3:7].